From a dataset of Forward reaction prediction with 1.9M reactions from USPTO patents (1976-2016). Predict the product of the given reaction. (1) Given the reactants [OH:1][C@H:2]([C:38]1[CH:43]=[CH:42][C:41]([OH:44])=[C:40]([NH:45][S:46]([CH3:49])(=[O:48])=[O:47])[CH:39]=1)[CH2:3][NH:4][CH2:5][CH2:6][CH2:7][CH2:8][CH2:9][CH2:10][CH2:11][CH2:12][CH2:13][N:14]1[CH2:19][CH2:18][CH:17]([N:20]([C:24]2[CH:29]=[CH:28][CH:27]=[CH:26][C:25]=2[C:30]2[CH:35]=[CH:34][C:33]([OH:36])=[C:32]([Cl:37])[CH:31]=2)[C:21](=[O:23])[O-:22])[CH2:16][CH2:15]1.O.O.O.O.[C:54]1([S:68]([OH:71])(=[O:70])=[O:69])[C:63]2[CH:62]=[CH:61][CH:60]=[C:59]([S:64]([OH:67])(=[O:66])=[O:65])[C:58]=2[CH:57]=[CH:56][CH:55]=1, predict the reaction product. The product is: [C:54]1([S:68]([OH:71])(=[O:70])=[O:69])[C:63]2[CH:62]=[CH:61][CH:60]=[C:59]([S:64]([OH:67])(=[O:66])=[O:65])[C:58]=2[CH:57]=[CH:56][CH:55]=1.[OH:1][C@H:2]([C:38]1[CH:43]=[CH:42][C:41]([OH:44])=[C:40]([NH:45][S:46]([CH3:49])(=[O:47])=[O:48])[CH:39]=1)[CH2:3][NH:4][CH2:5][CH2:6][CH2:7][CH2:8][CH2:9][CH2:10][CH2:11][CH2:12][CH2:13][N:14]1[CH2:19][CH2:18][CH:17]([N:20]([C:24]2[CH:29]=[CH:28][CH:27]=[CH:26][C:25]=2[C:30]2[CH:35]=[CH:34][C:33]([OH:36])=[C:32]([Cl:37])[CH:31]=2)[C:21](=[O:22])[OH:23])[CH2:16][CH2:15]1. (2) Given the reactants [N:1]12[CH2:8][CH2:7][CH:4]([CH2:5][CH2:6]1)[C@@H:3]([O:9][C:10](N1C=CN=C1)=[O:11])[CH2:2]2.[F:17][C:18]1[CH:19]=[C:20]([CH:24]([C:26]2[CH:31]=[CH:30][C:29]([F:32])=[CH:28][CH:27]=2)[OH:25])[CH:21]=[CH:22][CH:23]=1, predict the reaction product. The product is: [F:32][C:29]1[CH:28]=[CH:27][C:26]([CH:24]([O:25][C:10](=[O:11])[O:9][C@@H:3]2[CH:4]3[CH2:5][CH2:6][N:1]([CH2:8][CH2:7]3)[CH2:2]2)[C:20]2[CH:21]=[CH:22][CH:23]=[C:18]([F:17])[CH:19]=2)=[CH:31][CH:30]=1.